Dataset: Forward reaction prediction with 1.9M reactions from USPTO patents (1976-2016). Task: Predict the product of the given reaction. (1) Given the reactants C([CH:8]([CH2:10][NH2:11])O)(OC(C)(C)C)=O.[C:12]([OH:18])([C:14]([F:17])([F:16])[F:15])=[O:13], predict the reaction product. The product is: [OH:18][C:12]([C:14]([F:17])([F:16])[F:15])=[O:13].[C:12]([O:18][CH2:8][CH2:10][NH2:11])(=[O:13])[CH3:14]. (2) Given the reactants [OH:1][C@H:2]([CH3:35])[C@H:3]([NH:13][C:14](=[O:34])/[C:15](=[CH:20]/[C:21]1[CH:26]=[CH:25][C:24]([N:27]2[CH:31]=[C:30]([CH3:32])[N:29]=[CH:28]2)=[C:23]([F:33])[CH:22]=1)/[CH2:16][CH2:17][CH2:18]Cl)[C:4]1[CH:9]=[C:8]([F:10])[C:7]([F:11])=[C:6]([F:12])[CH:5]=1.[H-].[Na+].C(OCC)(=O)C, predict the reaction product. The product is: [F:33][C:23]1[CH:22]=[C:21](/[CH:20]=[C:15]2/[C:14](=[O:34])[N:13]([C@H:3]([C:4]3[CH:9]=[C:8]([F:10])[C:7]([F:11])=[C:6]([F:12])[CH:5]=3)[C@H:2]([OH:1])[CH3:35])[CH2:18][CH2:17][CH2:16]/2)[CH:26]=[CH:25][C:24]=1[N:27]1[CH:31]=[C:30]([CH3:32])[N:29]=[CH:28]1. (3) Given the reactants [Cl:1][C:2]1[CH:3]=[C:4]([CH:21]=[C:22]([Cl:25])[C:23]=1[OH:24])[C:5]([N:7]1[C:12]2[CH:13]=[CH:14][CH:15]=[C:16]([C:17]([O:19]C)=[O:18])[C:11]=2[O:10][CH2:9][CH2:8]1)=[O:6].[OH-].[Na+], predict the reaction product. The product is: [Cl:1][C:2]1[CH:3]=[C:4]([CH:21]=[C:22]([Cl:25])[C:23]=1[OH:24])[C:5]([N:7]1[C:12]2[CH:13]=[CH:14][CH:15]=[C:16]([C:17]([OH:19])=[O:18])[C:11]=2[O:10][CH2:9][CH2:8]1)=[O:6]. (4) Given the reactants [Br:1][C:2]1[N:3]([CH:27]([CH3:29])[CH3:28])[C:4]([CH:10]([C:20]2[CH:25]=[CH:24][C:23]([Cl:26])=[CH:22][CH:21]=2)[NH:11][C:12]2[CH:17]=[CH:16][C:15](=[O:18])[N:14]([CH3:19])[CH:13]=2)=[C:5]([C:7]([O-:9])=O)[N:6]=1.[Na+], predict the reaction product. The product is: [Br:1][C:2]1[N:3]([CH:27]([CH3:29])[CH3:28])[C:4]2[CH:10]([C:20]3[CH:21]=[CH:22][C:23]([Cl:26])=[CH:24][CH:25]=3)[N:11]([C:12]3[CH:17]=[CH:16][C:15](=[O:18])[N:14]([CH3:19])[CH:13]=3)[C:7](=[O:9])[C:5]=2[N:6]=1.